Dataset: Peptide-MHC class I binding affinity with 185,985 pairs from IEDB/IMGT. Task: Regression. Given a peptide amino acid sequence and an MHC pseudo amino acid sequence, predict their binding affinity value. This is MHC class I binding data. (1) The peptide sequence is ALCEALTLA. The MHC is HLA-A02:17 with pseudo-sequence HLA-A02:17. The binding affinity (normalized) is 0.390. (2) The peptide sequence is ITSYKFESV. The MHC is HLA-A02:01 with pseudo-sequence HLA-A02:01. The binding affinity (normalized) is 0.513. (3) The peptide sequence is FQKDAKVLF. The MHC is HLA-A02:03 with pseudo-sequence HLA-A02:03. The binding affinity (normalized) is 0.0847. (4) The peptide sequence is EVIEQWHSL. The MHC is HLA-A29:02 with pseudo-sequence HLA-A29:02. The binding affinity (normalized) is 0.0847. (5) The peptide sequence is RGPYRAFVTI. The MHC is HLA-A68:02 with pseudo-sequence HLA-A68:02. The binding affinity (normalized) is 0.0455. (6) The peptide sequence is WVWDTWPLA. The MHC is HLA-A29:02 with pseudo-sequence HLA-A29:02. The binding affinity (normalized) is 0.834.